Dataset: NCI-60 drug combinations with 297,098 pairs across 59 cell lines. Task: Regression. Given two drug SMILES strings and cell line genomic features, predict the synergy score measuring deviation from expected non-interaction effect. (1) Drug 1: CC1=C(C=C(C=C1)NC(=O)C2=CC=C(C=C2)CN3CCN(CC3)C)NC4=NC=CC(=N4)C5=CN=CC=C5. Drug 2: C1=NNC2=C1C(=O)NC=N2. Cell line: HCT116. Synergy scores: CSS=-0.783, Synergy_ZIP=0.759, Synergy_Bliss=2.90, Synergy_Loewe=-0.0401, Synergy_HSA=0.572. (2) Drug 1: CN(CC1=CN=C2C(=N1)C(=NC(=N2)N)N)C3=CC=C(C=C3)C(=O)NC(CCC(=O)O)C(=O)O. Synergy scores: CSS=45.3, Synergy_ZIP=2.53, Synergy_Bliss=2.76, Synergy_Loewe=-1.62, Synergy_HSA=-1.39. Cell line: IGROV1. Drug 2: C(CN)CNCCSP(=O)(O)O.